Dataset: Full USPTO retrosynthesis dataset with 1.9M reactions from patents (1976-2016). Task: Predict the reactants needed to synthesize the given product. (1) Given the product [Cl:1][C:2]1[C:3]([C:4]([NH:18][C:17]2[CH:19]=[CH:20][C:14]([CH:11]([CH3:13])[CH3:12])=[CH:15][CH:16]=2)=[O:6])=[CH:7][CH:8]=[CH:9][N:10]=1, predict the reactants needed to synthesize it. The reactants are: [Cl:1][C:2]1[N:10]=[CH:9][CH:8]=[CH:7][C:3]=1[C:4]([OH:6])=O.[CH:11]([C:14]1[CH:20]=[CH:19][C:17]([NH2:18])=[CH:16][CH:15]=1)([CH3:13])[CH3:12].CCN(C(C)C)C(C)C.C1C=CC2N(O)N=NC=2C=1. (2) Given the product [Cl:1][C:2]1[CH:3]=[CH:4][C:5]([CH2:6][N:7]2[C:16]3[C:11](=[CH:12][C:13]([O:19][CH3:20])=[C:14]([O:17][CH3:18])[CH:15]=3)[C:10](=[O:21])[C:9]([C:22]([NH:27][OH:26])=[NH:23])=[CH:8]2)=[CH:24][CH:25]=1, predict the reactants needed to synthesize it. The reactants are: [Cl:1][C:2]1[CH:25]=[CH:24][C:5]([CH2:6][N:7]2[C:16]3[C:11](=[CH:12][C:13]([O:19][CH3:20])=[C:14]([O:17][CH3:18])[CH:15]=3)[C:10](=[O:21])[C:9]([C:22]#[N:23])=[CH:8]2)=[CH:4][CH:3]=1.[OH:26][NH2:27]. (3) Given the product [Br:1][C:2]1[C:7]([O:8][CH:10]([F:15])[F:14])=[CH:6][CH:5]=[CH:4][N:3]=1, predict the reactants needed to synthesize it. The reactants are: [Br:1][C:2]1[C:7]([OH:8])=[CH:6][CH:5]=[CH:4][N:3]=1.Cl[C:10]([F:15])([F:14])C([O-])=O.[Na+].C(=O)([O-])[O-].[Cs+].[Cs+]. (4) Given the product [CH2:21]([O:20][C:17]1[CH:18]=[CH:19][C:14]([C:6]2[C:5]([C:3]([OH:4])=[O:2])=[C:13]3[N:8]([N:9]=[CH:10][CH:11]=[CH:12]3)[N:7]=2)=[CH:15][CH:16]=1)[CH3:22], predict the reactants needed to synthesize it. The reactants are: C[O:2][C:3]([C:5]1[C:6]([C:14]2[CH:19]=[CH:18][C:17]([O:20][CH2:21][CH3:22])=[CH:16][CH:15]=2)=[N:7][N:8]2[C:13]=1[CH:12]=[CH:11][CH:10]=[N:9]2)=[O:4].[OH-].[Na+].Cl. (5) Given the product [Cl:16][C:11]1[CH:10]=[C:9]([NH:8][C:5]2[N:4]=[C:3]([N:17]3[CH:21]=[CH:20][C:19]([C:22]([F:25])([F:24])[F:23])=[N:18]3)[C:2]([B:26]([OH:31])[OH:27])=[CH:7][N:6]=2)[CH:14]=[CH:13][C:12]=1[F:15], predict the reactants needed to synthesize it. The reactants are: Br[C:2]1[C:3]([N:17]2[CH:21]=[CH:20][C:19]([C:22]([F:25])([F:24])[F:23])=[N:18]2)=[N:4][C:5]([NH:8][C:9]2[CH:14]=[CH:13][C:12]([F:15])=[C:11]([Cl:16])[CH:10]=2)=[N:6][CH:7]=1.[B:26](OC(C)C)([O:31]C(C)C)[O:27]C(C)C.[Li]CCCC.Cl. (6) Given the product [Cl:12][C:13]1[N:18]=[CH:17][N:16]=[C:15]([NH:1][C:2]2[CH:3]=[CH:4][C:5]([P:8]([CH3:9])([CH3:10])=[O:11])=[CH:6][CH:7]=2)[N:14]=1, predict the reactants needed to synthesize it. The reactants are: [NH2:1][C:2]1[CH:7]=[CH:6][C:5]([P:8](=[O:11])([CH3:10])[CH3:9])=[CH:4][CH:3]=1.[Cl:12][C:13]1[N:18]=[C:17](Cl)[N:16]=[CH:15][N:14]=1. (7) Given the product [Cl:1][C:2]1[CH:3]=[C:4]([C:8]#[C:9][CH:10]=[O:11])[CH:5]=[CH:6][CH:7]=1, predict the reactants needed to synthesize it. The reactants are: [Cl:1][C:2]1[CH:7]=[CH:6][CH:5]=[C:4]([C:8]#[C:9][CH:10](OCC)[O:11]CC)[CH:3]=1.O.FC(F)(F)C(O)=O.